Dataset: Forward reaction prediction with 1.9M reactions from USPTO patents (1976-2016). Task: Predict the product of the given reaction. Given the reactants [CH3:1][C:2]1([CH3:15])[CH2:11][CH2:10][C:9]2[C:4](=[C:5]([C:12]([OH:14])=[O:13])[CH:6]=[CH:7][CH:8]=2)[O:3]1.[C:16]1(C)C=CC=CC=1.[Si](C=[N+]=[N-])(C)(C)C.C(O)(=O)C, predict the reaction product. The product is: [CH3:1][C:2]1([CH3:15])[CH2:11][CH2:10][C:9]2[C:4](=[C:5]([C:12]([O:14][CH3:16])=[O:13])[CH:6]=[CH:7][CH:8]=2)[O:3]1.